This data is from Reaction yield outcomes from USPTO patents with 853,638 reactions. The task is: Predict the reaction yield, written as a fraction of the theoretical maximum amount of product (1.0 means a 100% yield; for example, 0.34 means a 34% yield). (1) The reactants are [C:1]([C:5]1[C:10](=[O:11])[CH:9]=[CH:8][N:7]([C:12]2[CH:17]=[CH:16][CH:15]=[C:14]([C:18]([F:21])([F:20])[F:19])[CH:13]=2)[N:6]=1)(=O)[CH2:2][CH3:3].[CH3:22][O-].[Na+].[C:25]1([NH:31][NH2:32])[CH:30]=[CH:29][CH:28]=[CH:27][CH:26]=1.CO. The catalyst is C(OC)=O.O.Cl. The product is [CH3:3][C:2]1[CH:22]=[N:32][N:31]([C:25]2[CH:30]=[CH:29][CH:28]=[CH:27][CH:26]=2)[C:1]=1[C:5]1[C:10](=[O:11])[CH:9]=[CH:8][N:7]([C:12]2[CH:17]=[CH:16][CH:15]=[C:14]([C:18]([F:21])([F:20])[F:19])[CH:13]=2)[N:6]=1. The yield is 0.390. (2) The catalyst is CS(C)=O.[Cu]I. The reactants are Br[C:2]1[CH:7]=[CH:6][CH:5]=[CH:4][C:3]=1[CH:8]1[CH2:17][C:16]([CH3:19])([CH3:18])[C:15]2[C:10](=[CH:11][CH:12]=[C:13]([C:20]#[N:21])[CH:14]=2)[NH:9]1.[NH2:22][C:23]([CH3:28])([CH3:27])[C:24]([OH:26])=[O:25].C(=O)([O-])[O-].[K+].[K+]. The yield is 0.331. The product is [C:20]([C:13]1[CH:14]=[C:15]2[C:10](=[CH:11][CH:12]=1)[NH:9][CH:8]([C:3]1[CH:4]=[CH:5][CH:6]=[CH:7][C:2]=1[NH:22][C:23]([CH3:28])([CH3:27])[C:24]([OH:26])=[O:25])[CH2:17][C:16]2([CH3:19])[CH3:18])#[N:21]. (3) The product is [CH3:1][O:2][C:3](=[O:14])[C:4]1[CH:9]=[CH:8][C:7]([CH2:10][NH:11][C:15]([N:17]2[CH:21]=[CH:20][N:19]=[CH:18]2)=[O:16])=[CH:6][C:5]=1[O:12][CH3:13]. The reactants are [CH3:1][O:2][C:3](=[O:14])[C:4]1[CH:9]=[CH:8][C:7]([CH2:10][NH2:11])=[CH:6][C:5]=1[O:12][CH3:13].[C:15](N1C=CN=C1)([N:17]1[CH:21]=[CH:20][N:19]=[CH:18]1)=[O:16]. The catalyst is CN(C)C=O. The yield is 1.01. (4) No catalyst specified. The reactants are C(O[C:5]1[N:10]=[C:9]([C:11]([OH:13])=[O:12])[CH:8]=[N:7][C:6]=1[N:14]1[CH2:18][CH2:17][CH2:16][CH2:15]1)CC.COC(C1C=NC(Cl)=C(Br)N=1)=O.[F:31][C:32]([F:36])([F:35])[CH2:33][OH:34].N1CCCC1.[OH-].[K+]. The yield is 0.410. The product is [N:14]1([C:6]2[N:7]=[CH:8][C:9]([C:11]([OH:13])=[O:12])=[N:10][C:5]=2[O:34][CH2:33][C:32]([F:36])([F:35])[F:31])[CH2:18][CH2:17][CH2:16][CH2:15]1. (5) The reactants are [CH2:1]([N:8]([CH2:19][C:20]1[CH:36]=[CH:35][C:23]([C:24]([NH:26][CH2:27][C:28]2[CH:33]=[CH:32][CH:31]=C(Cl)C=2)=[O:25])=[CH:22][CH:21]=1)[S:9]([C:12]1[CH:17]=[CH:16][C:15]([Cl:18])=[CH:14][CH:13]=1)(=[O:11])=[O:10])[C:2]1[CH:7]=[CH:6][CH:5]=[CH:4][CH:3]=1.C(N)[C@H]1[O:42]CCC1. No catalyst specified. The product is [CH2:1]([N:8]([CH2:19][C:20]1[CH:21]=[CH:22][C:23]([C:24]([NH:26][CH2:27][C@@H:28]2[CH2:33][CH2:32][CH2:31][O:42]2)=[O:25])=[CH:35][CH:36]=1)[S:9]([C:12]1[CH:17]=[CH:16][C:15]([Cl:18])=[CH:14][CH:13]=1)(=[O:11])=[O:10])[C:2]1[CH:7]=[CH:6][CH:5]=[CH:4][CH:3]=1. The yield is 0.310. (6) No catalyst specified. The product is [N:14]1([C:4]2[N:5]=[C:6]([N:8]3[CH2:13][CH2:12][O:11][CH2:10][CH2:9]3)[N:7]=[C:2]([C:28]3[CH:27]=[CH:26][C:25]([NH:24][C:22]([NH:21][CH3:20])=[O:23])=[CH:30][CH:29]=3)[N:3]=2)[CH2:19][CH2:18][O:17][CH2:16][CH2:15]1. The yield is 0.110. The reactants are Cl[C:2]1[N:7]=[C:6]([N:8]2[CH2:13][CH2:12][O:11][CH2:10][CH2:9]2)[N:5]=[C:4]([N:14]2[CH2:19][CH2:18][O:17][CH2:16][CH2:15]2)[N:3]=1.[CH3:20][NH:21][C:22]([NH:24][C:25]1[CH:30]=[CH:29][C:28](B2OC(C)(C)C(C)(C)O2)=[CH:27][CH:26]=1)=[O:23].